This data is from Reaction yield outcomes from USPTO patents with 853,638 reactions. The task is: Predict the reaction yield, written as a fraction of the theoretical maximum amount of product (1.0 means a 100% yield; for example, 0.34 means a 34% yield). The reactants are [CH3:1][O:2][C:3]1[CH:4]=[C:5]2[C:10](=[CH:11][C:12]=1[O:13][CH3:14])[N:9]=[CH:8][CH:7]=[C:6]2[O:15][C:16]1[CH:22]=[CH:21][C:19]([NH2:20])=[C:18]([CH3:23])[C:17]=1[CH3:24].C(N(CC)CC)C.ClC(Cl)(O[C:36](=[O:42])OC(Cl)(Cl)Cl)Cl.[F:44][C:45]1[CH:50]=[CH:49][C:48]([C@H:51]([NH2:53])[CH3:52])=[CH:47][CH:46]=1. The catalyst is C(Cl)(Cl)Cl. The product is [CH3:1][O:2][C:3]1[CH:4]=[C:5]2[C:10](=[CH:11][C:12]=1[O:13][CH3:14])[N:9]=[CH:8][CH:7]=[C:6]2[O:15][C:16]1[CH:22]=[CH:21][C:19]([NH:20][C:36]([NH:53][C@@H:51]([C:48]2[CH:49]=[CH:50][C:45]([F:44])=[CH:46][CH:47]=2)[CH3:52])=[O:42])=[C:18]([CH3:23])[C:17]=1[CH3:24]. The yield is 0.810.